From a dataset of Catalyst prediction with 721,799 reactions and 888 catalyst types from USPTO. Predict which catalyst facilitates the given reaction. (1) Reactant: C(N(C(C)C)C(C)C)C.C1C=CC(N([S:17]([C:20]([F:23])([F:22])[F:21])(=[O:19])=[O:18])[S:17]([C:20]([F:23])([F:22])[F:21])(=[O:19])=[O:18])=CC=1.[OH:31][C:32]1[CH:37]=[CH:36][C:35]([C@H:38]2[CH2:43][CH2:42][C@H:41]([CH:44]([CH3:50])[C:45]([O:47][CH2:48][CH3:49])=[O:46])[CH2:40][CH2:39]2)=[CH:34][CH:33]=1.[OH-].[Na+]. Product: [F:21][C:20]([F:23])([F:22])[S:17]([O:31][C:32]1[CH:33]=[CH:34][C:35]([C@H:38]2[CH2:39][CH2:40][C@H:41]([CH:44]([CH3:50])[C:45]([O:47][CH2:48][CH3:49])=[O:46])[CH2:42][CH2:43]2)=[CH:36][CH:37]=1)(=[O:19])=[O:18]. The catalyst class is: 2. (2) Reactant: [H-].[H-].[H-].[H-].[Li+].[Al+3].[CH2:7]([N:14]([CH2:27][C:28]1[CH:33]=[CH:32][CH:31]=[CH:30][CH:29]=1)[C:15]([C@@H:17]1[CH2:22][CH2:21][C@H:20]([C:23](OC)=[O:24])[CH2:19][CH2:18]1)=O)[C:8]1[CH:13]=[CH:12][CH:11]=[CH:10][CH:9]=1.[F-].[K+]. Product: [CH2:7]([N:14]([CH2:15][C@@H:17]1[CH2:22][CH2:21][C@H:20]([CH2:23][OH:24])[CH2:19][CH2:18]1)[CH2:27][C:28]1[CH:29]=[CH:30][CH:31]=[CH:32][CH:33]=1)[C:8]1[CH:9]=[CH:10][CH:11]=[CH:12][CH:13]=1. The catalyst class is: 1.